This data is from Reaction yield outcomes from USPTO patents with 853,638 reactions. The task is: Predict the reaction yield, written as a fraction of the theoretical maximum amount of product (1.0 means a 100% yield; for example, 0.34 means a 34% yield). (1) The reactants are [N:1]1[CH:6]=[CH:5][CH:4]=[CH:3][C:2]=1[C:7]1[N:11]=[C:10]([C:12]2[CH:17]=[C:16]([C:18]#[N:19])[CH:15]=[C:14]([CH2:20]Br)[CH:13]=2)[O:9][N:8]=1.[NH3:22]. The catalyst is ClCCl. The product is [N:1]1[CH:6]=[CH:5][CH:4]=[CH:3][C:2]=1[C:7]1[N:11]=[C:10]([C:12]2[CH:17]=[C:16]([C:18]#[N:19])[CH:15]=[C:14]([CH2:20][NH2:22])[CH:13]=2)[O:9][N:8]=1. The yield is 0.0550. (2) The product is [CH3:26][O:25][C:21]1[CH:20]=[C:19]([C:2](=[O:1])[CH2:3][O:4][C:5]2[CH:18]=[CH:17][C:8]([CH2:9][CH:10]3[S:14][C:13](=[O:15])[NH:12][C:11]3=[O:16])=[CH:7][CH:6]=2)[CH:24]=[CH:23][CH:22]=1. The yield is 0.540. The catalyst is C(Cl)Cl.O. The reactants are [OH:1][CH:2]([C:19]1[CH:24]=[CH:23][CH:22]=[C:21]([O:25][CH3:26])[CH:20]=1)[CH2:3][O:4][C:5]1[CH:18]=[CH:17][C:8]([CH2:9][CH:10]2[S:14][C:13](=[O:15])[NH:12][C:11]2=[O:16])=[CH:7][CH:6]=1.CS(C)=O.O=P12OP3(OP(OP(O3)(O1)=O)(=O)O2)=O.C(N(CC)CC)C.